This data is from Full USPTO retrosynthesis dataset with 1.9M reactions from patents (1976-2016). The task is: Predict the reactants needed to synthesize the given product. (1) The reactants are: [NH2:1][C:2]1[NH:6][N:5]=[C:4]([OH:7])[C:3]=1[C:8]1[CH:13]=[CH:12][CH:11]=[CH:10][N:9]=1.[O:14]1[CH2:19][CH2:18][O:17][C:16]2[CH:20]=[C:21]([C:24](=O)[CH2:25][C:26](OCC)=[O:27])[CH:22]=[CH:23][C:15]1=2. Given the product [O:14]1[CH2:19][CH2:18][O:17][C:16]2[CH:20]=[C:21]([C:24]3[NH:1][C:2]4[N:6]([N:5]=[C:4]([OH:7])[C:3]=4[C:8]4[CH:13]=[CH:12][CH:11]=[CH:10][N:9]=4)[C:26](=[O:27])[CH:25]=3)[CH:22]=[CH:23][C:15]1=2, predict the reactants needed to synthesize it. (2) Given the product [Cl:4][C:5]1[CH:10]=[CH:9][C:8]([C:11]2[CH2:12][NH:13][C:14](=[O:19])[NH:2][N:3]=2)=[CH:7][CH:6]=1, predict the reactants needed to synthesize it. The reactants are: O.[NH2:2][NH2:3].[Cl:4][C:5]1[CH:10]=[CH:9][C:8]([C:11](=O)[CH2:12][N:13]2C(=O)CS[C:14]2=[O:19])=[CH:7][CH:6]=1. (3) Given the product [CH3:17][C:10]1[C:11]2[C:16](=[CH:15][CH:14]=[CH:13][CH:12]=2)[N:7]([CH2:6][CH:2]=[O:1])[C:8](=[O:18])[CH:9]=1, predict the reactants needed to synthesize it. The reactants are: [O:1]1CCO[CH:2]1[CH2:6][N:7]1[C:16]2[C:11](=[CH:12][CH:13]=[CH:14][CH:15]=2)[C:10]([CH3:17])=[CH:9][C:8]1=[O:18].C(=O)([O-])O.[Na+]. (4) The reactants are: [CH:1]1([N:4]([CH2:12][C:13]2[CH:18]=[C:17]([CH2:19][C:20]#[N:21])[CH:16]=[C:15]([Cl:22])[C:14]=2[Cl:23])[C:5](=[O:11])[O:6][C:7]([CH3:10])([CH3:9])[CH3:8])[CH2:3][CH2:2]1.[BH4-].[Na+]. Given the product [NH2:21][CH2:20][CH2:19][C:17]1[CH:16]=[C:15]([Cl:22])[C:14]([Cl:23])=[C:13]([CH2:12][N:4]([CH:1]2[CH2:2][CH2:3]2)[C:5](=[O:11])[O:6][C:7]([CH3:10])([CH3:9])[CH3:8])[CH:18]=1, predict the reactants needed to synthesize it. (5) The reactants are: [CH2:1]([O:3][C:4](=[O:15])[CH2:5][CH:6]1[CH2:11][CH2:10][CH:9]([C:12]([OH:14])=[O:13])[CH2:8][CH2:7]1)[CH3:2].C(Cl)(=O)C(Cl)=O.CCN(CC)CC.[CH2:29](O)[C:30]1[CH:35]=[CH:34][CH:33]=[CH:32][CH:31]=1. Given the product [CH2:1]([O:3][C:4](=[O:15])[CH2:5][C@H:6]1[CH2:11][CH2:10][C@H:9]([C:12]([O:14][CH2:29][C:30]2[CH:35]=[CH:34][CH:33]=[CH:32][CH:31]=2)=[O:13])[CH2:8][CH2:7]1)[CH3:2], predict the reactants needed to synthesize it.